This data is from Catalyst prediction with 721,799 reactions and 888 catalyst types from USPTO. The task is: Predict which catalyst facilitates the given reaction. (1) Reactant: [S:1]1[CH:5]=[CH:4][C:3](B(O)O)=[CH:2]1.Br[C:10]1[CH:28]=[CH:27][C:13]([C:14]([CH2:16][CH2:17][CH2:18][CH2:19][CH2:20][CH2:21][C:22]([O:24][CH2:25][CH3:26])=[O:23])=[O:15])=[CH:12][CH:11]=1.C1(C)C=CC=CC=1.C([O-])([O-])=O.[K+].[K+]. Product: [CH2:25]([O:24][C:22](=[O:23])[CH2:21][CH2:20][CH2:19][CH2:18][CH2:17][CH2:16][C:14](=[O:15])[C:13]1[CH:12]=[CH:11][C:10]([C:3]2[CH:4]=[CH:5][S:1][CH:2]=2)=[CH:28][CH:27]=1)[CH3:26]. The catalyst class is: 461. (2) Reactant: Cl.Cl[C:3]1[C:8]([CH3:9])=[CH:7][N:6]=[CH:5][C:4]=1[CH3:10].N1[CH2:19][CH2:18][CH:14]([C:15]([NH2:17])=[O:16])[CH2:13][CH2:12]1.[C:20](=O)([O-])O.[Na+]. Product: [CH3:10][C:4]1[CH:5]=[N:6][CH:7]=[C:8]([CH3:9])[C:3]=1[CH:20]1[CH2:19][CH2:18][CH:14]([C:15]([NH2:17])=[O:16])[CH2:13][CH2:12]1. The catalyst class is: 6. (3) Reactant: NCC1C=CC=CC=1COC1N=CN(CC2C=CC=CC=2)C(=O)C=1CC.[CH2:27]([N:34]1[C:39](=[O:40])[C:38]([CH2:41][CH3:42])=[C:37]([O:43][CH2:44][C:45]2[CH:71]=[CH:70][CH:69]=[CH:68][C:46]=2[CH2:47][NH:48][C:49]([NH:51][C:52]2[N:56]([C:57]3[CH:62]=[CH:61][C:60](C)=[CH:59][CH:58]=3)[N:55]=[C:54]([C:64]([CH3:67])([CH3:66])[CH3:65])[CH:53]=2)=[O:50])[N:36]=[CH:35]1)[C:28]1[CH:33]=[CH:32][CH:31]=[CH:30][CH:29]=1.C(N(CC)CC)C.C(C1C=C(NC(=O)OC2C=CC([N+]([O-])=O)=CC=2)N(C2C=CC=CC=2)N=1)(C)(C)C.C(N1C(C)=CC(OCC2C=CC=CC=2CNC(NC2N(C3C=CC=CC=3)N=C(C(C)(C)C)C=2)=O)=C(Br)C1=O)C1C=CC=CC=1. Product: [CH2:27]([N:34]1[C:39](=[O:40])[C:38]([CH2:41][CH3:42])=[C:37]([O:43][CH2:44][C:45]2[CH:71]=[CH:70][CH:69]=[CH:68][C:46]=2[CH2:47][NH:48][C:49]([NH:51][C:52]2[N:56]([C:57]3[CH:58]=[CH:59][CH:60]=[CH:61][CH:62]=3)[N:55]=[C:54]([C:64]([CH3:67])([CH3:66])[CH3:65])[CH:53]=2)=[O:50])[N:36]=[CH:35]1)[C:28]1[CH:33]=[CH:32][CH:31]=[CH:30][CH:29]=1. The catalyst class is: 2. (4) Reactant: [CH3:1][S:2][C:3]1[CH:11]=[CH:10][C:6]([C:7]([OH:9])=O)=[CH:5][CH:4]=1.O.ON1C2C=CC=CC=2N=N1.Cl.CN(C)CCCN=C=NCC.[NH2:35][CH2:36][CH2:37][NH:38][C:39]1[N:47]=[C:46]([Cl:48])[N:45]=[C:44]2[C:40]=1[N:41]=[CH:42][N:43]2[CH:49]1[CH2:53][CH2:52][CH2:51][CH2:50]1. Product: [Cl:48][C:46]1[N:45]=[C:44]2[C:40]([N:41]=[CH:42][N:43]2[CH:49]2[CH2:53][CH2:52][CH2:51][CH2:50]2)=[C:39]([NH:38][CH2:37][CH2:36][NH:35][C:7](=[O:9])[C:6]2[CH:5]=[CH:4][C:3]([S:2][CH3:1])=[CH:11][CH:10]=2)[N:47]=1. The catalyst class is: 46. (5) Product: [CH2:13]([O:15][C:16]([C@H:17]1[CH2:2][C@@H:1]1[C:3]1[CH:8]=[CH:7][C:6]([O:9][C:10](=[O:12])[CH3:11])=[CH:5][CH:4]=1)=[O:20])[CH3:14]. The catalyst class is: 22. Reactant: [CH:1]([C:3]1[CH:8]=[CH:7][C:6]([O:9][C:10](=[O:12])[CH3:11])=[CH:5][CH:4]=1)=[CH2:2].[CH2:13]([O:15][C:16](=[O:20])[CH:17]=[N+]=[N-])[CH3:14]. (6) Reactant: [F:1][CH2:2][C:3]1([C:8]([O:10][CH2:11][CH3:12])=[O:9])[CH2:7][CH2:6][NH:5][CH2:4]1.C(=O)([O-])[O-].[Na+].[Na+].Cl[C:20]([O:22][CH2:23][C:24]1[CH:29]=[CH:28][CH:27]=[CH:26][CH:25]=1)=[O:21]. Product: [F:1][CH2:2][C:3]1([C:8]([O:10][CH2:11][CH3:12])=[O:9])[CH2:7][CH2:6][N:5]([C:20]([O:22][CH2:23][C:24]2[CH:29]=[CH:28][CH:27]=[CH:26][CH:25]=2)=[O:21])[CH2:4]1. The catalyst class is: 38.